From a dataset of Forward reaction prediction with 1.9M reactions from USPTO patents (1976-2016). Predict the product of the given reaction. (1) Given the reactants [OH:1][C@H:2]([C@H:4]([N:14]1[CH:18]=[C:17]([C:19]([NH2:21])=[O:20])[N:16]=[CH:15]1)[CH2:5][CH2:6][C:7]1[CH:12]=[CH:11][CH:10]=[CH:9][C:8]=1[OH:13])[CH3:3].Br[CH2:23][CH2:24][CH2:25][CH2:26][CH2:27][CH2:28][N:29]1[C:33](=[O:34])[C:32]2=[CH:35][CH:36]=[CH:37][CH:38]=[C:31]2[C:30]1=[O:39].C(=O)([O-])[O-].[K+].[K+], predict the reaction product. The product is: [OH:1][C@H:2]([C@H:4]([N:14]1[CH:18]=[C:17]([C:19]([NH2:21])=[O:20])[N:16]=[CH:15]1)[CH2:5][CH2:6][C:7]1[CH:12]=[CH:11][CH:10]=[CH:9][C:8]=1[O:13][CH2:23][CH2:24][CH2:25][CH2:26][CH2:27][CH2:28][N:29]1[C:33](=[O:34])[C:32]2=[CH:35][CH:36]=[CH:37][CH:38]=[C:31]2[C:30]1=[O:39])[CH3:3]. (2) Given the reactants [C:1]1([C:7]#[CH:8])[CH:6]=[CH:5][CH:4]=[CH:3][CH:2]=1.I/[CH:10]=[CH:11]/[CH2:12][CH2:13][CH2:14][CH2:15][CH2:16][CH3:17], predict the reaction product. The product is: [C:1]1([C:7]#[C:8]/[CH:10]=[CH:11]/[CH2:12][CH2:13][CH2:14][CH2:15][CH2:16][CH3:17])[CH:6]=[CH:5][CH:4]=[CH:3][CH:2]=1.